Dataset: Full USPTO retrosynthesis dataset with 1.9M reactions from patents (1976-2016). Task: Predict the reactants needed to synthesize the given product. (1) Given the product [F:1][C:2]1[CH:3]=[CH:4][C:5]([C:8]2[N:12]=[N:11][N:10]([CH3:13])[C:9]=2/[CH:14]=[CH:15]/[C:16]2[CH:24]=[CH:23][C:19]([C:20]([NH:25][CH:26]3[CH2:31][CH2:30][O:29][CH2:28][CH2:27]3)=[O:22])=[CH:18][N:17]=2)=[CH:6][CH:7]=1, predict the reactants needed to synthesize it. The reactants are: [F:1][C:2]1[CH:7]=[CH:6][C:5]([C:8]2[N:12]=[N:11][N:10]([CH3:13])[C:9]=2/[CH:14]=[CH:15]/[C:16]2[CH:24]=[CH:23][C:19]([C:20]([OH:22])=O)=[CH:18][N:17]=2)=[CH:4][CH:3]=1.[NH2:25][CH:26]1[CH2:31][CH2:30][O:29][CH2:28][CH2:27]1. (2) The reactants are: [CH3:1][C:2]1[N:3]([NH:13]C(=O)OC(C)(C)C)[CH:4]=[C:5]([C:7]2[CH:8]=[N:9][N:10]([CH3:12])[CH:11]=2)[N:6]=1.[F:21][C:22]([F:27])([F:26])[C:23]([OH:25])=[O:24]. Given the product [F:21][C:22]([F:27])([F:26])[C:23]([OH:25])=[O:24].[CH3:1][C:2]1[N:3]([NH2:13])[CH:4]=[C:5]([C:7]2[CH:8]=[N:9][N:10]([CH3:12])[CH:11]=2)[N:6]=1, predict the reactants needed to synthesize it. (3) Given the product [NH2:18][C:19](=[O:35])[CH:20]([CH2:27][C:28]1[CH:33]=[CH:32][C:31]([NH:34][C:2]2[C:3]3[CH2:17][CH2:16][CH2:15][C:4]=3[N:5]=[C:6]([C:8]3[CH:13]=[CH:12][CH:11]=[C:10]([Cl:14])[CH:9]=3)[N:7]=2)=[CH:30][CH:29]=1)[C:21]([O:23][CH:24]([CH3:25])[CH3:26])=[O:22], predict the reactants needed to synthesize it. The reactants are: Cl[C:2]1[C:3]2[CH2:17][CH2:16][CH2:15][C:4]=2[N:5]=[C:6]([C:8]2[CH:13]=[CH:12][CH:11]=[C:10]([Cl:14])[CH:9]=2)[N:7]=1.[NH2:18][C:19](=[O:35])[CH:20]([CH2:27][C:28]1[CH:33]=[CH:32][C:31]([NH2:34])=[CH:30][CH:29]=1)[C:21]([O:23][CH:24]([CH3:26])[CH3:25])=[O:22].